This data is from Forward reaction prediction with 1.9M reactions from USPTO patents (1976-2016). The task is: Predict the product of the given reaction. Given the reactants [NH2:1][C:2]1[C:11]2=[CH:12][N:13]([CH:15]3[C:19]([OH:21])([CH3:20])[CH:18]([OH:22])[CH:17]([C:23]([C:36]4[CH:41]=[CH:40][CH:39]=[CH:38][CH:37]=4)([C:30]4[CH:35]=[CH:34][CH:33]=[CH:32][CH:31]=4)[O:24][SiH2:25][C:26]([CH3:29])([CH3:28])[CH3:27])[O:16]3)[N:14]=[C:9]3[C:10]2=[C:4]([C:5](=[O:42])[NH:6][N:7]=[CH:8]3)[CH:3]=1.C1N=CN([C:48](N2C=NC=C2)=[O:49])C=1, predict the reaction product. The product is: [NH2:1][C:2]1[C:11]2=[CH:12][N:13]([CH:15]3[C:19]4([CH3:20])[CH:18]([O:22][C:48](=[O:49])[O:21]4)[CH:17]([C:23]([C:30]4[CH:31]=[CH:32][CH:33]=[CH:34][CH:35]=4)([C:36]4[CH:37]=[CH:38][CH:39]=[CH:40][CH:41]=4)[O:24][SiH2:25][C:26]([CH3:27])([CH3:28])[CH3:29])[O:16]3)[N:14]=[C:9]3[C:10]2=[C:4]([C:5](=[O:42])[NH:6][N:7]=[CH:8]3)[CH:3]=1.